From a dataset of Forward reaction prediction with 1.9M reactions from USPTO patents (1976-2016). Predict the product of the given reaction. (1) Given the reactants [F:1][C:2]1[CH:3]=[C:4]([C@@H:9]2[CH2:13][N:12]([CH2:14][CH2:15][O:16][CH3:17])[CH2:11][C@H:10]2[NH:18][C:19](=[O:36])[NH:20][C:21]2[N:25]([C:26]3[CH:31]=[CH:30][CH:29]=[CH:28][CH:27]=3)[N:24]=[C:23]([C:32]([OH:34])=O)[C:22]=2[CH3:35])[CH:5]=[CH:6][C:7]=1[F:8].C[CH2:38][N:39](C(C)C)C(C)C.Cl.CN.CN(C(ON1N=NC2C=CC=NC1=2)=[N+](C)C)C.F[P-](F)(F)(F)(F)F, predict the reaction product. The product is: [F:1][C:2]1[CH:3]=[C:4]([C@@H:9]2[CH2:13][N:12]([CH2:14][CH2:15][O:16][CH3:17])[CH2:11][C@H:10]2[NH:18][C:19](=[O:36])[NH:20][C:21]2[N:25]([C:26]3[CH:31]=[CH:30][CH:29]=[CH:28][CH:27]=3)[N:24]=[C:23]([C:32]([NH:39][CH3:38])=[O:34])[C:22]=2[CH3:35])[CH:5]=[CH:6][C:7]=1[F:8]. (2) Given the reactants Br[CH2:2][C:3]([O:5][CH2:6][CH3:7])=[O:4].[F:8][C:9]1[CH:17]=[C:16]2[C:12]([C:13]([CH:18]3[CH2:23][CH2:22][NH:21][CH2:20][CH2:19]3)=[N:14][NH:15]2)=[CH:11][CH:10]=1.CCN(CC)CC, predict the reaction product. The product is: [CH2:6]([O:5][C:3](=[O:4])[CH2:2][N:21]1[CH2:20][CH2:19][CH:18]([C:13]2[C:12]3[C:16](=[CH:17][C:9]([F:8])=[CH:10][CH:11]=3)[NH:15][N:14]=2)[CH2:23][CH2:22]1)[CH3:7].